Dataset: Full USPTO retrosynthesis dataset with 1.9M reactions from patents (1976-2016). Task: Predict the reactants needed to synthesize the given product. (1) Given the product [Br:19][C:20]1[CH:21]=[C:22]([O:30][C:31]2[CH:32]=[CH:33][CH:34]=[CH:35][CH:36]=2)[C:23]([NH:26][C:27]2[S:28][CH:2]=[C:3]([CH2:4][CH:5]3[CH2:10][CH2:9][N:8]([C:11]([O:13][C:14]([CH3:17])([CH3:16])[CH3:15])=[O:12])[CH2:7][CH2:6]3)[N:29]=2)=[N:24][CH:25]=1, predict the reactants needed to synthesize it. The reactants are: Br[CH2:2][C:3](=O)[CH2:4][CH:5]1[CH2:10][CH2:9][N:8]([C:11]([O:13][C:14]([CH3:17])([CH3:16])[CH3:15])=[O:12])[CH2:7][CH2:6]1.[Br:19][C:20]1[CH:21]=[C:22]([O:30][C:31]2[CH:36]=[CH:35][CH:34]=[CH:33][CH:32]=2)[C:23]([NH:26][C:27]([NH2:29])=[S:28])=[N:24][CH:25]=1.C(N(CC)CC)C. (2) The reactants are: Br[C:2]1[C:3]2[C:4]3[CH:17]=[CH:16][S:15][C:5]=3[C:6](=[O:14])[NH:7][C:8]=2[CH:9]=[CH:10][C:11]=1[O:12][CH3:13].CC1(C)C(C)(C)OB([C:26]2[CH:31]=[CH:30][C:29]([N:32]3[CH2:37][CH2:36][N:35]([C:38]([O:40][C:41]([CH3:44])([CH3:43])[CH3:42])=[O:39])[CH2:34][CH2:33]3)=[CH:28][CH:27]=2)O1. Given the product [CH3:13][O:12][C:11]1[CH:10]=[CH:9][C:8]2[NH:7][C:6](=[O:14])[C:5]3[S:15][CH:16]=[CH:17][C:4]=3[C:3]=2[C:2]=1[C:26]1[CH:27]=[CH:28][C:29]([N:32]2[CH2:33][CH2:34][N:35]([C:38]([O:40][C:41]([CH3:44])([CH3:43])[CH3:42])=[O:39])[CH2:36][CH2:37]2)=[CH:30][CH:31]=1, predict the reactants needed to synthesize it.